Dataset: Catalyst prediction with 721,799 reactions and 888 catalyst types from USPTO. Task: Predict which catalyst facilitates the given reaction. (1) Reactant: C([N:3]([CH2:6]C)CC)C.[NH2:8][C:9]1[N:17]=[C:16]([C:18]2[O:19][CH:20]=[CH:21][CH:22]=2)[C:15]([C:23]2[CH:28]=[CH:27][N:26]=[CH:25][N:24]=2)=[CH:14][C:10]=1C(O)=O.C1(P(N=[N+]=[N-])(C2C=CC=CC=2)=[O:36])C=CC=CC=1. Product: [O:19]1[CH:20]=[CH:21][CH:22]=[C:18]1[C:16]1[N:17]=[C:9]2[NH:8][C:6](=[O:36])[NH:3][C:10]2=[CH:14][C:15]=1[C:23]1[CH:28]=[CH:27][N:26]=[CH:25][N:24]=1. The catalyst class is: 12. (2) Reactant: [Cl-].[Mg+2].[Cl-].[CH2:4](N(CC)CC)C.C(C(CC)(C([O-])=O)C([O-])=O)C.[CH3:22][O:23][C:24]1[CH:25]=[C:26]([CH:30]=[CH:31][C:32]=1[N+:33]([O-:35])=[O:34])[C:27](Cl)=[O:28].Cl. Product: [CH3:22][O:23][C:24]1[CH:25]=[C:26]([C:27](=[O:28])[CH3:4])[CH:30]=[CH:31][C:32]=1[N+:33]([O-:35])=[O:34]. The catalyst class is: 11. (3) Reactant: C[O:2][CH:3](OC)[CH2:4][N:5]1[C:9]2[C:10]([C:14]([O-:16])=[O:15])=[CH:11][CH:12]=[CH:13][C:8]=2[NH:7][C:6]1=[O:17].O.[C:21](O)(C(F)(F)F)=O. Product: [O:17]=[C:6]1[NH:7][C:8]2[CH:13]=[CH:12][CH:11]=[C:10]([C:14]([O:16][CH3:21])=[O:15])[C:9]=2[N:5]1[CH2:4][CH:3]=[O:2]. The catalyst class is: 2. (4) Reactant: [Cl:1][C:2]1[CH:3]=[C:4]([CH:20]=[C:21]([Cl:23])[CH:22]=1)[CH2:5][N:6]1[CH:10]=[CH:9][N:8]=[C:7]1[CH2:11][O:12][C:13]1[CH:14]=[C:15]([NH2:19])[CH:16]=[CH:17][CH:18]=1.C(O)C(N)(CO)CO.[C:32]1([N:38]=[C:39]=[O:40])[CH:37]=[CH:36][CH:35]=[CH:34][CH:33]=1. Product: [Cl:1][C:2]1[CH:3]=[C:4]([CH:20]=[C:21]([Cl:23])[CH:22]=1)[CH2:5][N:6]1[CH:10]=[CH:9][N:8]=[C:7]1[CH2:11][O:12][C:13]1[CH:14]=[C:15]([NH:19][C:39]([NH:38][C:32]2[CH:37]=[CH:36][CH:35]=[CH:34][CH:33]=2)=[O:40])[CH:16]=[CH:17][CH:18]=1. The catalyst class is: 2. (5) Reactant: [N:1]1([C:7]([C:9]2[CH:14]=[CH:13][CH:12]=[C:11]([C:15]3[CH:16]=[C:17]4[CH:23]=[N:22][NH:21][C:18]4=[N:19][CH:20]=3)[CH:10]=2)=[O:8])[CH2:6][CH2:5][O:4][CH2:3][CH2:2]1.[I:24]N1C(=O)CCC1=O. Product: [I:24][C:23]1[C:17]2[C:18](=[N:19][CH:20]=[C:15]([C:11]3[CH:10]=[C:9]([C:7]([N:1]4[CH2:2][CH2:3][O:4][CH2:5][CH2:6]4)=[O:8])[CH:14]=[CH:13][CH:12]=3)[CH:16]=2)[NH:21][N:22]=1. The catalyst class is: 576.